From a dataset of HIV replication inhibition screening data with 41,000+ compounds from the AIDS Antiviral Screen. Binary Classification. Given a drug SMILES string, predict its activity (active/inactive) in a high-throughput screening assay against a specified biological target. The compound is O=C(C=Cc1ccccc1O)c1ccccc1Cl. The result is 0 (inactive).